Task: Predict which catalyst facilitates the given reaction.. Dataset: Catalyst prediction with 721,799 reactions and 888 catalyst types from USPTO (1) Reactant: [CH3:1][C:2]1[CH:7]=[C:6]([C:8]#[C:9][CH3:10])[CH:5]=[C:4]([CH3:11])[C:3]=1[CH:12]1[C:16](=[O:17])[CH:15]([CH2:18][C:19]2[CH:24]=[CH:23][CH:22]=[CH:21][N:20]=2)[CH2:14][C:13]1=[O:25].C(N(C(C)C)C(C)C)C.Cl[C:36]([S:38][CH:39]([CH3:41])[CH3:40])=[O:37]. Product: [CH3:1][C:2]1[CH:7]=[C:6]([C:8]#[C:9][CH3:10])[CH:5]=[C:4]([CH3:11])[C:3]=1[C:12]1[C:16](=[O:17])[CH:15]([CH2:18][C:19]2[CH:24]=[CH:23][CH:22]=[CH:21][N:20]=2)[CH2:14][C:13]=1[O:25][C:36]([S:38][CH:39]([CH3:41])[CH3:40])=[O:37]. The catalyst class is: 4. (2) Reactant: [Cl:1][C:2]1[CH:12]=[CH:11][CH:10]=[CH:9][C:3]=1[C:4]([CH2:6][C:7]#[N:8])=O.O.[NH2:14][NH2:15]. Product: [Cl:1][C:2]1[CH:12]=[CH:11][CH:10]=[CH:9][C:3]=1[C:4]1[CH:6]=[C:7]([NH2:8])[NH:14][N:15]=1. The catalyst class is: 8. (3) Reactant: [C:1]([O:5][C:6](=[O:9])[CH2:7][OH:8])([CH3:4])([CH3:3])[CH3:2].[H-].[Na+].[N+](C1C=CC([O:21][C:22]([N:24]2[C:33]3[C:28](=[CH:29][C:30]([C:34]([F:37])([F:36])[F:35])=[CH:31][CH:32]=3)[C@@H:27]([NH:38][C:39]3[N:44]=[CH:43][C:42]([N:45]4[CH2:50][CH2:49][O:48][CH2:47][CH2:46]4)=[CH:41][N:40]=3)[CH2:26][C@H:25]2[CH2:51][CH3:52])=O)=CC=1)([O-])=O.C(=O)([O-])O.[Na+]. Product: [C:1]([O:5][C:6]([CH2:7][O:8][C:22]([N:24]1[C:33]2[C:28](=[CH:29][C:30]([C:34]([F:35])([F:37])[F:36])=[CH:31][CH:32]=2)[C@@H:27]([NH:38][C:39]2[N:44]=[CH:43][C:42]([N:45]3[CH2:46][CH2:47][O:48][CH2:49][CH2:50]3)=[CH:41][N:40]=2)[CH2:26][C@H:25]1[CH2:51][CH3:52])=[O:21])=[O:9])([CH3:4])([CH3:3])[CH3:2]. The catalyst class is: 54. (4) Reactant: [CH3:1][N:2]1[C:10]2[CH:9]=[CH:8][CH:7]=[C:6]([CH:11]=O)[C:5]=2[CH:4]=[CH:3]1.[CH3:13][NH2:14].[BH4-].[Na+].O. Product: [CH3:13][NH:14][CH2:11][C:6]1[CH:7]=[CH:8][CH:9]=[C:10]2[C:5]=1[CH:4]=[CH:3][N:2]2[CH3:1]. The catalyst class is: 5.